From a dataset of Reaction yield outcomes from USPTO patents with 853,638 reactions. Predict the reaction yield, written as a fraction of the theoretical maximum amount of product (1.0 means a 100% yield; for example, 0.34 means a 34% yield). (1) The catalyst is O1CCOCC1.C([O-])(=O)C.[Pd+2].C([O-])(=O)C. The reactants are Br[C:2]1[S:6][C:5]([C:7]([O:9][CH2:10][CH3:11])=[O:8])=[CH:4][CH:3]=1.[CH3:12][N:13]1[CH2:19][CH2:18][CH2:17][NH:16][CH2:15][CH2:14]1.C1C=CC(P(C2C(C3C(P(C4C=CC=CC=4)C4C=CC=CC=4)=CC=C4C=3C=CC=C4)=C3C(C=CC=C3)=CC=2)C2C=CC=CC=2)=CC=1.C(=O)([O-])[O-].[Cs+].[Cs+]. The yield is 0.127. The product is [CH3:12][N:13]1[CH2:19][CH2:18][CH2:17][N:16]([C:2]2[S:6][C:5]([C:7]([O:9][CH2:10][CH3:11])=[O:8])=[CH:4][CH:3]=2)[CH2:15][CH2:14]1. (2) The reactants are [F:1][C:2]1[CH:3]=[C:4]([N:9]2[CH2:13][C@H:12]([CH2:14]OS(C)(=O)=O)[O:11][C:10]2=[O:20])[CH:5]=[CH:6][C:7]=1[I:8].[N-:21]=[N+:22]=[N-:23].[Na+].O.CCOC(C)=O. The catalyst is CN(C=O)C. The product is [N:21]([CH2:14][C@@H:12]1[O:11][C:10](=[O:20])[N:9]([C:4]2[CH:5]=[CH:6][C:7]([I:8])=[C:2]([F:1])[CH:3]=2)[CH2:13]1)=[N+:22]=[N-:23]. The yield is 0.990. (3) The reactants are [CH3:1][S:2]([C:5]1[CH:11]=[CH:10][C:8]([NH2:9])=[CH:7][CH:6]=1)(=[O:4])=[O:3].P(=O)(O)(O)O.[N+]([O-])(O)=O.[N:21]([O-])=O.[Na+].[CH3:25][C:26](=[O:31])[CH2:27][C:28](=[O:30])[CH3:29].C([O-])(=O)C.[K+].C([O-])([O-])=O.[Na+].[Na+]. The catalyst is C(O)C. The product is [CH3:1][S:2]([C:5]1[CH:11]=[CH:10][C:8]([NH:9][N:21]=[C:27]([C:26](=[O:31])[CH3:25])[C:28](=[O:30])[CH3:29])=[CH:7][CH:6]=1)(=[O:3])=[O:4]. The yield is 0.950. (4) The reactants are [N+:1]([C:4]1[CH:14]=[CH:13][C:7]2[CH2:8][CH2:9][NH:10][CH2:11][CH2:12][C:6]=2[CH:5]=1)([O-:3])=[O:2].[C:15](O[C:15]([C:17]([F:20])([F:19])[F:18])=[O:16])([C:17]([F:20])([F:19])[F:18])=[O:16].O. The catalyst is C(Cl)Cl. The product is [F:18][C:17]([F:20])([F:19])[C:15]([N:10]1[CH2:11][CH2:12][C:6]2[CH:5]=[C:4]([N+:1]([O-:3])=[O:2])[CH:14]=[CH:13][C:7]=2[CH2:8][CH2:9]1)=[O:16]. The yield is 0.960. (5) The reactants are [CH3:1][O:2][C:3](=[O:16])[C:4]([NH:8][C:9]([O:11][C:12]([CH3:15])([CH3:14])[CH3:13])=[O:10])([CH3:7])[CH:5]=O.[F:17][C:18]1[CH:24]=[CH:23][C:21]([NH2:22])=[CH:20][CH:19]=1.C(O)(=O)C.C([BH3-])#N.[Na+]. The catalyst is CO. The product is [CH3:1][O:2][C:3](=[O:16])[C:4]([NH:8][C:9]([O:11][C:12]([CH3:15])([CH3:14])[CH3:13])=[O:10])([CH3:7])[CH2:5][NH:22][C:21]1[CH:23]=[CH:24][C:18]([F:17])=[CH:19][CH:20]=1. The yield is 0.530. (6) The reactants are Cl[C:2]1[N:3]=[CH:4][CH:5]=[C:6]2[CH:10]=[CH:9][NH:8][C:7]=12.[F:11][C:12]1[CH:17]=[C:16]([N+:18]([O-:20])=[O:19])[CH:15]=[CH:14][C:13]=1[OH:21].C([O-])([O-])=O.[K+].[K+]. The catalyst is O(C1C=CC=CC=1)C1C=CC=CC=1. The product is [F:11][C:12]1[CH:17]=[C:16]([N+:18]([O-:20])=[O:19])[CH:15]=[CH:14][C:13]=1[O:21][C:2]1[N:3]=[CH:4][CH:5]=[C:6]2[CH:10]=[CH:9][NH:8][C:7]=12. The yield is 0.440. (7) The reactants are [B:1]([O:10][CH:11]([CH3:13])[CH3:12])([O:6][CH:7]([CH3:9])[CH3:8])OC(C)C.[Br:14][CH2:15]Br.C([Li])CCC.CS(O)(=O)=O.OC(C(O)(C)C)(C)C. The catalyst is O1CCCC1. The product is [Br:14][CH2:15][B:1]1[O:6][C:7]([CH3:8])([CH3:9])[C:11]([CH3:12])([CH3:13])[O:10]1. The yield is 0.680. (8) The reactants are [C:1]([C:3]1[CH:4]=[C:5]([CH:10]=[CH:11][C:12]=1[OH:13])[C:6]([O:8][CH3:9])=[O:7])#[N:2].Cl[CH2:15]I.C([Zn][CH2:20][CH3:21])C.[NH4+].[Cl-].[NH4+].[OH-]. The catalyst is ClCCCl.CCOC(C)=O. The product is [C:1]([C:3]1[CH:4]=[C:5]([CH:10]=[CH:11][C:12]=1[O:13][CH:20]([CH3:21])[CH3:15])[C:6]([O:8][CH3:9])=[O:7])#[N:2]. The yield is 0.300. (9) The reactants are [I:1][C:2]1[C:10]2[C:5](=[N:6][CH:7]=[N:8][C:9]=2[NH2:11])[NH:4][N:3]=1.C([O-])([O-])=O.[K+].[K+].[CH:18](Br)([CH3:20])[CH3:19]. The catalyst is CN(C=O)C. The product is [I:1][C:2]1[C:10]2[C:5](=[N:6][CH:7]=[N:8][C:9]=2[NH2:11])[N:4]([CH:18]([CH3:20])[CH3:19])[N:3]=1. The yield is 0.720. (10) The reactants are [F:1][C:2]1[CH:35]=[C:34]([F:36])[C:33]([F:37])=[CH:32][C:3]=1[CH2:4][O:5][CH2:6][C@@H:7]1[CH2:11][C@@H:10]([S:12][C:13]([C:26]2[CH:31]=[CH:30][CH:29]=[CH:28][CH:27]=2)([C:20]2[CH:25]=[CH:24][CH:23]=[CH:22][CH:21]=2)[C:14]2[CH:19]=[CH:18][CH:17]=[CH:16][CH:15]=2)[CH2:9][NH:8]1.ClC1C=C(Cl)C=C(Cl)C=1[O:47][S:48](=O)(=[O:50])[NH2:49].C(N(CC)CC)C. The catalyst is C(Cl)Cl. The product is [F:1][C:2]1[CH:35]=[C:34]([F:36])[C:33]([F:37])=[CH:32][C:3]=1[CH2:4][O:5][CH2:6][C@@H:7]1[CH2:11][C@@H:10]([S:12][C:13]([C:20]2[CH:25]=[CH:24][CH:23]=[CH:22][CH:21]=2)([C:14]2[CH:15]=[CH:16][CH:17]=[CH:18][CH:19]=2)[C:26]2[CH:27]=[CH:28][CH:29]=[CH:30][CH:31]=2)[CH2:9][N:8]1[S:48]([NH2:49])(=[O:50])=[O:47]. The yield is 0.440.